From a dataset of Full USPTO retrosynthesis dataset with 1.9M reactions from patents (1976-2016). Predict the reactants needed to synthesize the given product. (1) Given the product [S:1]1[C:5]2[CH:6]=[CH:7][CH:8]=[CH:9][C:4]=2[CH:3]=[C:2]1[C:10]1[CH:18]=[CH:17][C:16]([NH:19][C:20](=[O:25])[CH:21]([S:26][C:27]2[NH:28][N:29]=[CH:31][N:32]=2)[CH2:22][CH3:23])=[CH:15][C:11]=1[C:12]([NH2:14])=[O:13], predict the reactants needed to synthesize it. The reactants are: [S:1]1[C:5]2[CH:6]=[CH:7][CH:8]=[CH:9][C:4]=2[CH:3]=[C:2]1[C:10]1[CH:18]=[CH:17][C:16]([NH:19][C:20](=[O:25])[CH:21](Br)[CH2:22][CH3:23])=[CH:15][C:11]=1[C:12]([NH2:14])=[O:13].[SH:26][C:27]1[N:28]=[N:29]C=[CH:31][N:32]=1.C(=O)([O-])[O-].[Cs+].[Cs+].Cl. (2) The reactants are: [OH:1][N:2]1[C:6](=[O:7])[C:5]2=[CH:8][CH:9]=[CH:10][CH:11]=[C:4]2[C:3]1=[O:12].C1(P(C2C=CC=CC=2)C2C=CC=CC=2)C=CC=CC=1.[CH:32]([O:45][C:46](=[O:67])[CH:47](O)[CH2:48][O:49][C:50]1[CH:55]=[CH:54][C:53]([C:56]([NH:58][C:59]([O:61][C:62]([CH3:65])([CH3:64])[CH3:63])=[O:60])=[NH:57])=[CH:52][CH:51]=1)([C:39]1[CH:44]=[CH:43][CH:42]=[CH:41][CH:40]=1)[C:33]1[CH:38]=[CH:37][CH:36]=[CH:35][CH:34]=1.N(C(OCC)=O)=NC(OCC)=O. Given the product [CH:32]([O:45][C:46](=[O:67])[CH:47]([O:1][N:2]1[C:3](=[O:12])[C:4]2[C:5](=[CH:8][CH:9]=[CH:10][CH:11]=2)[C:6]1=[O:7])[CH2:48][O:49][C:50]1[CH:55]=[CH:54][C:53]([C:56]([NH:58][C:59]([O:61][C:62]([CH3:64])([CH3:63])[CH3:65])=[O:60])=[NH:57])=[CH:52][CH:51]=1)([C:39]1[CH:40]=[CH:41][CH:42]=[CH:43][CH:44]=1)[C:33]1[CH:38]=[CH:37][CH:36]=[CH:35][CH:34]=1, predict the reactants needed to synthesize it. (3) Given the product [Br:1][C:2]1[CH:7]=[CH:6][N:5]=[C:4]([NH:15][C:14]2[N:10]([CH3:9])[N:11]=[CH:12][CH:13]=2)[CH:3]=1, predict the reactants needed to synthesize it. The reactants are: [Br:1][C:2]1[CH:7]=[CH:6][N:5]=[C:4](F)[CH:3]=1.[CH3:9][N:10]1[C:14]([NH2:15])=[CH:13][CH:12]=[N:11]1.CC(C)([O-])C.[Na+]. (4) The reactants are: [C:1]([O:5][C:6]([N:8]([C:13]1[CH:28]=[CH:27][C:16]([CH2:17][N:18]([CH3:26])[CH2:19][C:20]([O:22]CC=C)=[O:21])=[CH:15][CH:14]=1)[S:9]([CH3:12])(=[O:11])=[O:10])=[O:7])([CH3:4])([CH3:3])[CH3:2].[Li+].[OH-]. Given the product [C:1]([O:5][C:6]([N:8]([C:13]1[CH:14]=[CH:15][C:16]([CH2:17][N:18]([CH3:26])[CH2:19][C:20]([OH:22])=[O:21])=[CH:27][CH:28]=1)[S:9]([CH3:12])(=[O:11])=[O:10])=[O:7])([CH3:4])([CH3:2])[CH3:3], predict the reactants needed to synthesize it. (5) Given the product [C:38]([O:40][CH:9]([O:16][C:17]([NH:19][CH2:20][C:21]1([CH2:27][C:28]([OH:30])=[O:29])[CH2:22][CH2:23][CH2:24][CH2:25][CH2:26]1)=[O:18])[C:10]1[CH:11]=[CH:12][CH:13]=[CH:14][CH:15]=1)(=[O:39])[C:33]1[CH:34]=[CH:35][CH:36]=[CH:31][CH:32]=1, predict the reactants needed to synthesize it. The reactants are: C([CH:9]([O:16][C:17]([NH:19][CH2:20][C:21]1([CH2:27][C:28]([OH:30])=[O:29])[CH2:26][CH2:25][CH2:24][CH2:23][CH2:22]1)=[O:18])[C:10]1[CH:15]=[CH:14][CH:13]=[CH:12][CH:11]=1)(=O)C1C=CC=CC=1.[CH:31]1[CH:36]=[C:35](Cl)[CH:34]=[C:33]([C:38]([O:40]O)=[O:39])[CH:32]=1.C([O-])(O)=O.[Na+].C(O)(=O)CC(CC(O)=O)(C(O)=O)O. (6) Given the product [NH2:8][C@H:9]([C:20]([OH:22])=[O:21])[CH2:10]/[CH:11]=[C:12](/[CH2:16][CH2:17][CH2:18][F:19])\[C:13]([OH:15])=[O:14].[F:23][C:24]([F:29])([F:28])[C:25]([O-:27])=[O:26], predict the reactants needed to synthesize it. The reactants are: C(OC([NH:8][C@H:9]([C:20]([OH:22])=[O:21])[CH2:10]/[CH:11]=[C:12](/[CH2:16][CH2:17][CH2:18][F:19])\[C:13]([OH:15])=[O:14])=O)(C)(C)C.[F:23][C:24]([F:29])([F:28])[C:25]([OH:27])=[O:26]. (7) Given the product [Br:1][C:2]1[CH:11]=[C:10]2[C:5]([CH:6]=[C:7]([NH:15][CH3:14])[N:8]=[CH:9]2)=[CH:4][CH:3]=1, predict the reactants needed to synthesize it. The reactants are: [Br:1][C:2]1[CH:11]=[C:10]2[C:5]([CH:6]=[C:7](Cl)[N:8]=[CH:9]2)=[CH:4][CH:3]=1.Cl.[CH3:14][NH2:15].C(=O)([O-])[O-].[K+].[K+].